Task: Predict the reactants needed to synthesize the given product.. Dataset: Full USPTO retrosynthesis dataset with 1.9M reactions from patents (1976-2016) (1) Given the product [F:1][C:2]1[CH:9]=[CH:8][CH:7]=[CH:6][C:3]=1/[CH:4]=[C:15](\[CH3:16])/[C:10]([O:12][CH2:13][CH3:14])=[O:11], predict the reactants needed to synthesize it. The reactants are: [F:1][C:2]1[CH:9]=[CH:8][CH:7]=[CH:6][C:3]=1[CH:4]=O.[C:10]([CH2:15][CH:16]=P(C1C=CC=CC=1)(C1C=CC=CC=1)C1C=CC=CC=1)([O:12][CH2:13][CH3:14])=[O:11]. (2) Given the product [CH2:1]([NH:8][C:9]([C:11]1[S:15][C:14]([NH:16][C:21](=[O:28])[C:22]2[CH:27]=[CH:26][CH:25]=[CH:24][CH:23]=2)=[N:13][C:12]=1[C:17]([F:20])([F:18])[F:19])=[O:10])[C:2]1[CH:7]=[CH:6][CH:5]=[CH:4][CH:3]=1, predict the reactants needed to synthesize it. The reactants are: [CH2:1]([NH:8][C:9]([C:11]1[S:15][C:14]([NH2:16])=[N:13][C:12]=1[C:17]([F:20])([F:19])[F:18])=[O:10])[C:2]1[CH:7]=[CH:6][CH:5]=[CH:4][CH:3]=1.[C:21](Cl)(=[O:28])[C:22]1[CH:27]=[CH:26][CH:25]=[CH:24][CH:23]=1. (3) The reactants are: [CH3:1][O:2][C:3]1[CH:4]=[C:5]([NH:11][S:12]([C:15]2[CH:20]=[CH:19][C:18](I)=[CH:17][CH:16]=2)(=[O:14])=[O:13])[CH:6]=[CH:7][C:8]=1[O:9][CH3:10].[C:22]1([NH2:29])[CH:27]=[CH:26][CH:25]=[CH:24][C:23]=1[NH2:28].CCN(CC)CC.CN([CH:40]=[O:41])C. Given the product [NH2:28][C:23]1[CH:24]=[CH:25][CH:26]=[CH:27][C:22]=1[NH:29][C:40](=[O:41])[C:18]1[CH:19]=[CH:20][C:15]([S:12](=[O:14])(=[O:13])[NH:11][C:5]2[CH:6]=[CH:7][C:8]([O:9][CH3:10])=[C:3]([O:2][CH3:1])[CH:4]=2)=[CH:16][CH:17]=1, predict the reactants needed to synthesize it.